From a dataset of Reaction yield outcomes from USPTO patents with 853,638 reactions. Predict the reaction yield, written as a fraction of the theoretical maximum amount of product (1.0 means a 100% yield; for example, 0.34 means a 34% yield). (1) The reactants are Cl.[NH2:2][C@H:3]1[CH2:8][CH2:7][CH2:6][N:5]([C:9]([C:11]2[S:12][C:13]([C:16]3[C:20]([CH3:21])=[C:19]([C:22]([F:25])([F:24])[F:23])[O:18][N:17]=3)=[CH:14][CH:15]=2)=[O:10])[CH2:4]1.C(N(CC)CC)C.[Cl:33][CH2:34][C:35](Cl)=[O:36]. The catalyst is C1COCC1. The product is [Cl:33][CH2:34][C:35]([NH:2][C@H:3]1[CH2:8][CH2:7][CH2:6][N:5]([C:9]([C:11]2[S:12][C:13]([C:16]3[C:20]([CH3:21])=[C:19]([C:22]([F:25])([F:24])[F:23])[O:18][N:17]=3)=[CH:14][CH:15]=2)=[O:10])[CH2:4]1)=[O:36]. The yield is 0.860. (2) The reactants are [NH2:1][C:2]1[CH:7]=[CH:6][CH:5]=[C:4](SC)[CH:3]=1.[CH2:10](N(CC)CC)C.Cl[C:18]([O:20][C:21]1[CH:26]=[CH:25][CH:24]=[CH:23][CH:22]=1)=[O:19].ClC1C=CC=C(C(OO)=O)C=1.[S:38]([O-:42])([O-])(=[O:40])=S.[Na+].[Na+]. The catalyst is O1CCCC1.O.C(OCC)(=O)C. The product is [C:21]1([O:20][C:18](=[O:19])[NH:1][C:2]2[CH:7]=[CH:6][CH:5]=[C:4]([S:38]([CH3:10])(=[O:42])=[O:40])[CH:3]=2)[CH:26]=[CH:25][CH:24]=[CH:23][CH:22]=1. The yield is 0.874. (3) The reactants are [F:1][C:2]1[CH:7]=[CH:6][C:5]([C:8]2[C:17]3[C:12](=[CH:13][C:14]([CH:18]=[O:19])=[CH:15][CH:16]=3)[N:11]=[C:10]([C:20]([NH2:22])=[O:21])[CH:9]=2)=[CH:4][CH:3]=1.CC(=CC)C.Cl([O-])=[O:29].[Na+].O.P([O-])(O)(O)=O.[Na+]. The catalyst is CC(O)(C)C.O. The product is [NH2:22][C:20]([C:10]1[CH:9]=[C:8]([C:5]2[CH:4]=[CH:3][C:2]([F:1])=[CH:7][CH:6]=2)[C:17]2[C:12](=[CH:13][C:14]([C:18]([OH:29])=[O:19])=[CH:15][CH:16]=2)[N:11]=1)=[O:21]. The yield is 0.711. (4) The reactants are COC1C(OC)=CC=CC=1C(O)=O.S(Cl)(Cl)=O.O=P(Cl)(Cl)Cl.C(N)(=O)C1C=CC=CC=1.C(N(CC)CC)C.[Cl-].[Al+3].[Cl-].[Cl-].C[O:44][C:45]1[C:52]([O:53]C)=[CH:51][CH:50]=[CH:49][C:46]=1[C:47]#[N:48].COC1C(O)=C(C=CC=1)C#N. The catalyst is ClCCl.C1(C)C=CC=CC=1.O.CN(C=O)C. The product is [OH:44][C:45]1[C:52]([OH:53])=[CH:51][CH:50]=[CH:49][C:46]=1[C:47]#[N:48]. The yield is 0.754.